Dataset: Retrosynthesis with 50K atom-mapped reactions and 10 reaction types from USPTO. Task: Predict the reactants needed to synthesize the given product. (1) Given the product CCOC(=O)CCCNC(=O)c1ccc(C#N)cc1, predict the reactants needed to synthesize it. The reactants are: CCOC(=O)CCCN.N#Cc1ccc(C(=O)O)cc1. (2) Given the product Cc1c(N2CCN(S(C)(=O)=O)[C@@H](C)C2)nc2cc(F)cc(F)c2c1Nc1cncc(N2CCOCC2)c1, predict the reactants needed to synthesize it. The reactants are: CS(=O)(=O)Cl.Cc1c(N2CCN[C@@H](C)C2)nc2cc(F)cc(F)c2c1Nc1cncc(N2CCOCC2)c1. (3) Given the product CCOC(=O)C(C)(C)C(O)c1ccccc1Cl, predict the reactants needed to synthesize it. The reactants are: CCOC(=O)C(C)(C)C(=O)c1ccccc1Cl. (4) Given the product Nc1cccc2nc(N[C@@H]3CCc4ccccc43)ccc12, predict the reactants needed to synthesize it. The reactants are: O=[N+]([O-])c1cccc2nc(N[C@@H]3CCc4ccccc43)ccc12.